Dataset: Catalyst prediction with 721,799 reactions and 888 catalyst types from USPTO. Task: Predict which catalyst facilitates the given reaction. (1) Reactant: [CH2:1]([NH:8][C:9](=[O:11])[OH:10])[CH2:2][CH2:3][CH2:4][CH2:5][CH2:6][CH3:7].[OH-].[K+].[CH2:14](O)[CH3:15]. Product: [NH:8]1[C:14]2[C:15](=[CH:4][C:5]([O:11][C:9](=[O:10])[NH:8][CH2:1][CH2:2][CH2:3][CH2:4][CH2:5][CH2:6][CH3:7])=[CH:6][CH:7]=2)[CH2:3][CH2:2][CH2:1]1. The catalyst class is: 6. (2) Reactant: [O-]CC.[Na+].[Na].[C:6]([O:14]CC)(=O)[CH2:7][C:8]([O:10]CC)=O.[Cl:17][C:18]1[CH:26]=[CH:25][CH:24]=[CH:23][C:19]=1[C:20]([NH2:22])=[NH:21]. Product: [Cl:17][C:18]1[CH:26]=[CH:25][CH:24]=[CH:23][C:19]=1[C:20]1[N:22]=[C:6]([OH:14])[CH:7]=[C:8]([OH:10])[N:21]=1. The catalyst class is: 8. (3) Product: [N:12]1([C:10]2[O:11][C:2]3[C:7]([C:8](=[O:18])[CH:9]=2)=[CH:6][CH:5]=[CH:4][C:3]=3[O:19][S:20]([C:23]([F:26])([F:24])[F:25])(=[O:21])=[O:22])[CH2:13][CH2:14][O:15][CH2:16][CH2:17]1. The catalyst class is: 4. Reactant: O[C:2]1[C:7]([C:8](=[O:18])[CH2:9][C:10]([N:12]2[CH2:17][CH2:16][O:15][CH2:14][CH2:13]2)=[O:11])=[CH:6][CH:5]=[CH:4][C:3]=1[O:19][S:20]([C:23]([F:26])([F:25])[F:24])(=[O:22])=[O:21].FC(F)(F)S(OS(C(F)(F)F)(=O)=O)(=O)=O.CCOCC. (4) Reactant: O[CH2:2][C:3]1[C:4]([C:23]([O:25][CH2:26][CH3:27])=[O:24])=[N:5][C:6]([C:16]2[CH:21]=[CH:20][C:19]([CH3:22])=[CH:18][CH:17]=2)=[C:7]([C:9]2[CH:14]=[CH:13][C:12]([CH3:15])=[CH:11][CH:10]=2)[N:8]=1.[NH:28]1[CH:32]=[N:31][N:30]=[N:29]1.C1(P(C2C=CC=CC=2)C2C=CC=CC=2)C=CC=CC=1.N(C(OCC)=O)=NC(OCC)=O. Product: [CH3:15][C:12]1[CH:13]=[CH:14][C:9]([C:7]2[N:8]=[C:3]([CH2:2][N:28]3[CH:32]=[N:31][N:30]=[N:29]3)[C:4]([C:23]([O:25][CH2:26][CH3:27])=[O:24])=[N:5][C:6]=2[C:16]2[CH:21]=[CH:20][C:19]([CH3:22])=[CH:18][CH:17]=2)=[CH:10][CH:11]=1. The catalyst class is: 1. (5) Reactant: [CH2:1]([O:13][CH2:14][C:15]1([CH3:22])[CH2:19][CH:18]([OH:20])[CH:17]([OH:21])[CH2:16]1)[CH2:2][CH2:3][CH2:4][CH2:5][CH2:6][CH2:7][CH2:8][CH2:9][CH2:10][CH2:11][CH3:12].I([O-])(=O)=O. Product: [CH2:1]([O:13][CH2:14][C:15]([CH3:22])([CH2:19][CH:18]=[O:20])[CH2:16][CH:17]=[O:21])[CH2:2][CH2:3][CH2:4][CH2:5][CH2:6][CH2:7][CH2:8][CH2:9][CH2:10][CH2:11][CH3:12]. The catalyst class is: 72. (6) Reactant: I.[NH2:2][C:3]1[C:4]([C:11]([NH:13][C:14](=[NH:17])SC)=[O:12])=[N:5][C:6]([Cl:10])=[C:7]([NH2:9])[N:8]=1.[OH:18][C@@H:19]1[CH2:24][O:23][C@@H:22]([CH3:25])[O:21][C@H:20]1[CH2:26][N:27]([CH2:42][C@H:43]1[C@H:48]([OH:49])[CH2:47][O:46][C@@H:45]([CH3:50])[O:44]1)[CH2:28][CH2:29][O:30][C:31]1[CH:36]=[CH:35][C:34]([CH2:37][CH2:38][CH2:39][CH2:40][NH2:41])=[CH:33][CH:32]=1.C(N(C(C)C)CC)(C)C. Product: [OH:18][C@@H:19]1[CH2:24][O:23][C@@H:22]([CH3:25])[O:21][C@H:20]1[CH2:26][N:27]([CH2:42][C@H:43]1[C@H:48]([OH:49])[CH2:47][O:46][C@@H:45]([CH3:50])[O:44]1)[CH2:28][CH2:29][O:30][C:31]1[CH:32]=[CH:33][C:34]([CH2:37][CH2:38][CH2:39][CH2:40][NH:41][C:14]([NH:13][C:11]([C:4]2[C:3]([NH2:2])=[N:8][C:7]([NH2:9])=[C:6]([Cl:10])[N:5]=2)=[O:12])=[NH:17])=[CH:35][CH:36]=1. The catalyst class is: 1. (7) Reactant: [H-].[Na+:2].[SH:3][CH2:4][CH:5]([CH:9]1[CH2:11][CH2:10]1)[C:6]([OH:8])=[O:7]. Product: [Na+:2].[Na+:2].[SH:3][CH2:4][CH:5]([CH:9]1[CH2:11][CH2:10]1)[C:6]([O-:8])=[O:7].[SH:3][CH2:4][CH:5]([CH:9]1[CH2:11][CH2:10]1)[C:6]([O-:8])=[O:7]. The catalyst class is: 9. (8) Reactant: [Cl:1][C:2]1[CH:7]=[CH:6][CH:5]=[C:4]([Cl:8])[C:3]=1[N:9]1[C:13]([C:14]2[S:18][C:17]([NH2:19])=[N:16][CH:15]=2)=[CH:12][C:11]([CH:20]([F:22])[F:21])=[N:10]1.C(N(CC)C(C)C)(C)C.Cl.[CH3:33][N:34]([CH3:41])[CH2:35][CH2:36][CH2:37][C:38](O)=[O:39]. Product: [Cl:8][C:4]1[CH:5]=[CH:6][CH:7]=[C:2]([Cl:1])[C:3]=1[N:9]1[C:13]([C:14]2[S:18][C:17]([NH:19][C:38](=[O:39])[CH2:37][CH2:36][CH2:35][N:34]([CH3:41])[CH3:33])=[N:16][CH:15]=2)=[CH:12][C:11]([CH:20]([F:21])[F:22])=[N:10]1. The catalyst class is: 480. (9) Reactant: [CH:1]1[CH:2]=[CH:3][C:4]([O:7][C:8]2[C:9]([N:21]3[CH2:25][CH2:24][CH2:23][CH2:22]3)=[CH:10][C:11]([C:18]([OH:20])=[O:19])=[CH:12][C:13]=2[S:14]([NH2:17])(=[O:16])=[O:15])=[CH:5][CH:6]=1.[CH2:26](Cl)[C:27]1[CH:32]=[CH:31][CH:30]=[CH:29][CH:28]=1.C(N(CC)CC)C. Product: [NH2:17][S:14]([C:13]1[CH:12]=[C:11]([CH:10]=[C:9]([N:21]2[CH2:22][CH2:23][CH2:24][CH2:25]2)[C:8]=1[O:7][C:4]1[CH:5]=[CH:6][CH:1]=[CH:2][CH:3]=1)[C:18]([O:20][CH2:26][C:27]1[CH:32]=[CH:31][CH:30]=[CH:29][CH:28]=1)=[O:19])(=[O:16])=[O:15]. The catalyst class is: 3.